Dataset: Catalyst prediction with 721,799 reactions and 888 catalyst types from USPTO. Task: Predict which catalyst facilitates the given reaction. (1) Reactant: [OH:1][C@H:2]1[CH2:6][CH2:5][N:4]([C:7]([O:9][C:10]([CH3:13])([CH3:12])[CH3:11])=[O:8])[CH2:3]1.[H-].[Na+].Cl[C:17]1[C:26]2[C:21](=[CH:22][CH:23]=[CH:24][C:25]=2[Cl:27])[CH:20]=[C:19]([C:28]#[N:29])[N:18]=1. Product: [Cl:27][C:25]1[CH:24]=[CH:23][CH:22]=[C:21]2[C:26]=1[C:17]([O:1][C@H:2]1[CH2:6][CH2:5][N:4]([C:7]([O:9][C:10]([CH3:13])([CH3:12])[CH3:11])=[O:8])[CH2:3]1)=[N:18][C:19]([C:28]#[N:29])=[CH:20]2. The catalyst class is: 1. (2) Reactant: [CH:1]1([NH:7][C:8]2[CH:17]=[CH:16][C:11]([C:12]([O:14][CH3:15])=[O:13])=[CH:10][C:9]=2[N+:18]([O-])=O)[CH2:6][CH2:5][CH2:4][CH2:3][CH2:2]1. Product: [NH2:18][C:9]1[CH:10]=[C:11]([CH:16]=[CH:17][C:8]=1[NH:7][CH:1]1[CH2:6][CH2:5][CH2:4][CH2:3][CH2:2]1)[C:12]([O:14][CH3:15])=[O:13]. The catalyst class is: 381.